This data is from Reaction yield outcomes from USPTO patents with 853,638 reactions. The task is: Predict the reaction yield, written as a fraction of the theoretical maximum amount of product (1.0 means a 100% yield; for example, 0.34 means a 34% yield). The reactants are Br[C:2]1[CH:7]=[CH:6][C:5]([CH3:8])=[CH:4][N:3]=1.[O-]P([O-])([O-])=O.[K+].[K+].[K+].[CH3:17][O:18][C:19](=[O:38])[C:20]1[CH:25]=[C:24](B2OC(C)(C)C(C)(C)O2)[CH:23]=[C:22]([N+:35]([O-:37])=[O:36])[CH:21]=1. The catalyst is COCCOC.O.C1C=CC([P]([Pd]([P](C2C=CC=CC=2)(C2C=CC=CC=2)C2C=CC=CC=2)([P](C2C=CC=CC=2)(C2C=CC=CC=2)C2C=CC=CC=2)[P](C2C=CC=CC=2)(C2C=CC=CC=2)C2C=CC=CC=2)(C2C=CC=CC=2)C2C=CC=CC=2)=CC=1. The product is [CH3:17][O:18][C:19](=[O:38])[C:20]1[CH:21]=[C:22]([N+:35]([O-:37])=[O:36])[CH:23]=[C:24]([C:2]2[CH:7]=[CH:6][C:5]([CH3:8])=[CH:4][N:3]=2)[CH:25]=1. The yield is 0.400.